This data is from Forward reaction prediction with 1.9M reactions from USPTO patents (1976-2016). The task is: Predict the product of the given reaction. (1) Given the reactants [CH3:1][C:2]1[CH:7]=[CH:6][C:5]([C:8](=[CH2:11])C=O)=[CH:4][CH:3]=1.[CH:12](OCC)(OCC)[O:13][CH2:14][CH3:15].Cl[CH2:23]Cl, predict the reaction product. The product is: [CH2:14]([O:13][CH:12]1[C:4]2[C:5](=[CH:6][CH:7]=[C:2]([CH3:1])[CH:3]=2)[CH:8]=[C:11]1[CH3:23])[CH3:15]. (2) Given the reactants [CH3:1][N:2]([CH3:18])[C:3](=[O:17])[CH:4]([CH3:16])[CH:5]([C:8]1[CH:13]=[CH:12][CH:11]=[C:10]([O:14]C)[CH:9]=1)[CH2:6][CH3:7].I, predict the reaction product. The product is: [CH3:18][N:2]([CH3:1])[C:3](=[O:17])[CH:4]([CH3:16])[CH:5]([C:8]1[CH:13]=[CH:12][CH:11]=[C:10]([OH:14])[CH:9]=1)[CH2:6][CH3:7]. (3) The product is: [CH3:14][C:15]1([CH2:19][O:11][C:10](=[O:12])[CH2:9][C:7]2[S:8][C:4]([C:1](=[O:3])[CH3:2])=[CH:5][CH:6]=2)[CH2:18][O:17][CH2:16]1. Given the reactants [C:1]([C:4]1[S:8][C:7]([CH2:9][C:10]([OH:12])=[O:11])=[CH:6][CH:5]=1)(=[O:3])[CH3:2].O[CH2:14][C:15]1([CH3:19])[CH2:18][O:17][CH2:16]1.CN(C1C=CC=CN=1)C.C1(N=C=NC2CCCCC2)CCCCC1, predict the reaction product. (4) Given the reactants [CH2:1]([O:8][C:9]([N:11]1[CH2:16][CH2:15][CH2:14][CH:13]([N:17]2[C:21]([NH2:22])=[C:20]([C:23]#[N:24])[C:19]([C:25]3[CH:30]=[CH:29][C:28]([B:31]4[O:35]C(C)(C)C(C)(C)[O:32]4)=[CH:27][CH:26]=3)=[N:18]2)[CH2:12]1)=[O:10])[C:2]1[CH:7]=[CH:6][CH:5]=[CH:4][CH:3]=1.I([O-])(=O)(=O)=O.[Na+].C([O-])(=O)C.[NH4+], predict the reaction product. The product is: [NH2:22][C:21]1[N:17]([CH:13]2[CH2:14][CH2:15][CH2:16][N:11]([C:9]([O:8][CH2:1][C:2]3[CH:3]=[CH:4][CH:5]=[CH:6][CH:7]=3)=[O:10])[CH2:12]2)[N:18]=[C:19]([C:25]2[CH:26]=[CH:27][C:28]([B:31]([OH:35])[OH:32])=[CH:29][CH:30]=2)[C:20]=1[C:23]#[N:24]. (5) Given the reactants FC(F)(F)C(O)=O.[CH3:8][O:9][C:10]1[CH:54]=[CH:53][C:13]([CH2:14][N:15]([CH2:44][C:45]2[CH:50]=[CH:49][C:48]([O:51][CH3:52])=[CH:47][CH:46]=2)[C:16]2[N:21]=[C:20]([CH3:22])[N:19]=[C:18]([C:23]3[CH:24]=[C:25]([CH2:30][N:31]4[CH2:36][CH2:35][N:34](C(OC(C)(C)C)=O)[CH2:33][CH2:32]4)[CH:26]=[N:27][C:28]=3[F:29])[CH:17]=2)=[CH:12][CH:11]=1.C(N(CC)CC)C.[CH3:62][S:63](Cl)(=[O:65])=[O:64], predict the reaction product. The product is: [F:29][C:28]1[C:23]([C:18]2[N:19]=[C:20]([CH3:22])[N:21]=[C:16]([N:15]([CH2:44][C:45]3[CH:50]=[CH:49][C:48]([O:51][CH3:52])=[CH:47][CH:46]=3)[CH2:14][C:13]3[CH:53]=[CH:54][C:10]([O:9][CH3:8])=[CH:11][CH:12]=3)[CH:17]=2)=[CH:24][C:25]([CH2:30][N:31]2[CH2:36][CH2:35][N:34]([S:63]([CH3:62])(=[O:65])=[O:64])[CH2:33][CH2:32]2)=[CH:26][N:27]=1. (6) Given the reactants ClC1N=NC(NS(CC2C=C(C#N)C=CC=2Cl)(=O)=O)=C(O)C=1.[Br:23][C:24]1[N:29]=[C:28]([NH:30][S:31]([CH2:34][C:35]2[CH:40]=[C:39]([Cl:41])[CH:38]=[C:37]([Cl:42])[CH:36]=2)(=[O:33])=[O:32])[C:27]([O:43]C)=[CH:26][C:25]=1[Cl:45].ClC1N=NC(NS(CC2C=C(C#N)C=CC=2Cl)(=O)=O)=C(OC)C=1, predict the reaction product. The product is: [Br:23][C:24]1[N:29]=[C:28]([NH:30][S:31]([CH2:34][C:35]2[CH:36]=[C:37]([Cl:42])[CH:38]=[C:39]([Cl:41])[CH:40]=2)(=[O:33])=[O:32])[C:27]([OH:43])=[CH:26][C:25]=1[Cl:45]. (7) Given the reactants [SH:1][C:2]1[N:6]2[CH:7]=[C:8]([C:11]([OH:13])=[O:12])[CH:9]=[CH:10][C:5]2=[N:4][N:3]=1.BrC1C=CC2N(C(S[C:25]3[CH:26]=[CH:27][C:28]4[N:29]([CH:31]=[C:32]([NH:34][C:35]([CH:37]5[CH2:39][CH2:38]5)=[O:36])[N:33]=4)[N:30]=3)=NN=2)C=1, predict the reaction product. The product is: [CH:37]1([C:35]([NH:34][C:32]2[N:33]=[C:28]3[CH:27]=[CH:26][C:25]([S:1][C:2]4[N:6]5[CH:7]=[C:8]([C:11]([OH:13])=[O:12])[CH:9]=[CH:10][C:5]5=[N:4][N:3]=4)=[N:30][N:29]3[CH:31]=2)=[O:36])[CH2:38][CH2:39]1. (8) Given the reactants [CH3:1][O:2][C:3](=[O:33])[C:4]1[CH:9]=[CH:8][C:7]([CH2:10][N:11]2[CH:15]=[C:14]([C:16]3[CH:21]=[CH:20][C:19]([Cl:22])=[CH:18][C:17]=3[Cl:23])[N:13]=[C:12]2/[CH:24]=[CH:25]/[C:26]2[CH:31]=[CH:30][C:29]([NH2:32])=[CH:28][CH:27]=2)=[CH:6][CH:5]=1.[F:34][C:35]([F:47])([F:46])[C:36]1[CH:41]=[CH:40][C:39]([S:42](Cl)(=[O:44])=[O:43])=[CH:38][CH:37]=1, predict the reaction product. The product is: [CH3:1][O:2][C:3](=[O:33])[C:4]1[CH:9]=[CH:8][C:7]([CH2:10][N:11]2[CH:15]=[C:14]([C:16]3[CH:21]=[CH:20][C:19]([Cl:22])=[CH:18][C:17]=3[Cl:23])[N:13]=[C:12]2/[CH:24]=[CH:25]/[C:26]2[CH:27]=[CH:28][C:29]([NH:32][S:42]([C:39]3[CH:38]=[CH:37][C:36]([C:35]([F:34])([F:46])[F:47])=[CH:41][CH:40]=3)(=[O:44])=[O:43])=[CH:30][CH:31]=2)=[CH:6][CH:5]=1. (9) Given the reactants [NH2:1][C:2]1[CH:10]=[C:9]([O:11][CH3:12])[CH:8]=[C:7]([O:13][CH3:14])[C:3]=1[C:4]([NH2:6])=[O:5].[CH2:15]([O:22][CH2:23][CH2:24][O:25][C:26]1[C:33]([CH3:34])=[CH:32][C:29]([CH:30]=O)=[CH:28][C:27]=1[CH3:35])[C:16]1[CH:21]=[CH:20][CH:19]=[CH:18][CH:17]=1.O.C1(C)C=CC(S(O)(=O)=O)=CC=1.S([O-])(O)=O.[Na+], predict the reaction product. The product is: [CH2:15]([O:22][CH2:23][CH2:24][O:25][C:26]1[C:33]([CH3:34])=[CH:32][C:29]([C:30]2[NH:6][C:4](=[O:5])[C:3]3[C:2](=[CH:10][C:9]([O:11][CH3:12])=[CH:8][C:7]=3[O:13][CH3:14])[N:1]=2)=[CH:28][C:27]=1[CH3:35])[C:16]1[CH:21]=[CH:20][CH:19]=[CH:18][CH:17]=1.